This data is from Full USPTO retrosynthesis dataset with 1.9M reactions from patents (1976-2016). The task is: Predict the reactants needed to synthesize the given product. (1) Given the product [Cl:24][C:8]1([C:5]2[CH:6]=[CH:7][C:2]([F:1])=[CH:3][CH:4]=2)[C:16]2[C:11](=[CH:12][CH:13]=[CH:14][CH:15]=2)[C:10](=[O:17])[N:9]1[CH2:18][CH2:19][CH3:20], predict the reactants needed to synthesize it. The reactants are: [F:1][C:2]1[CH:7]=[CH:6][C:5]([C:8]2(O)[C:16]3[C:11](=[CH:12][CH:13]=[CH:14][CH:15]=3)[C:10](=[O:17])[N:9]2[CH2:18][CH2:19][CH3:20])=[CH:4][CH:3]=1.S(Cl)([Cl:24])=O. (2) Given the product [F:1][C:2]1[CH:7]=[C:6]([CH3:8])[CH:5]=[CH:4][C:3]=1[C:9]1[CH:10]=[N+:11]([O-:26])[CH:12]=[C:13]([CH:17]=1)[C:14]([OH:16])=[O:15], predict the reactants needed to synthesize it. The reactants are: [F:1][C:2]1[CH:7]=[C:6]([CH3:8])[CH:5]=[CH:4][C:3]=1[C:9]1[CH:10]=[N:11][CH:12]=[C:13]([CH:17]=1)[C:14]([OH:16])=[O:15].ClC1C=CC=C(C(OO)=[O:26])C=1. (3) Given the product [CH3:14][O:13][C:8]1[CH:7]=[C:3]2[C:2](=[CH:10][C:9]=1[O:11][CH3:12])[N:1]=[CH:15][NH:17][C:4]2=[O:5], predict the reactants needed to synthesize it. The reactants are: [NH2:1][C:2]1[CH:10]=[C:9]([O:11][CH3:12])[C:8]([O:13][CH3:14])=[CH:7][C:3]=1[C:4](O)=[O:5].[CH:15]([NH2:17])=O. (4) Given the product [Cl:3][C:4]1[CH:9]=[CH:8][CH:7]=[C:6]([Cl:10])[C:5]=1[C:11]1[C:15]([CH2:16][O:17][C:18]2[CH:19]=[C:20]3[C:24](=[CH:25][CH:26]=2)[N:23]([C:35]([N:37]2[CH2:41][CH2:40][C@H:39]([C:42]([O:44][CH3:45])=[O:43])[CH2:38]2)=[O:36])[CH:22]=[CH:21]3)=[C:14]([CH:27]([CH3:29])[CH3:28])[O:13][N:12]=1, predict the reactants needed to synthesize it. The reactants are: [H-].[Na+].[Cl:3][C:4]1[CH:9]=[CH:8][CH:7]=[C:6]([Cl:10])[C:5]=1[C:11]1[C:15]([CH2:16][O:17][C:18]2[CH:19]=[C:20]3[C:24](=[CH:25][CH:26]=2)[NH:23][CH:22]=[CH:21]3)=[C:14]([CH:27]([CH3:29])[CH3:28])[O:13][N:12]=1.N1([C:35]([N:37]2[CH2:41][CH2:40][C@H:39]([C:42]([O:44][CH3:45])=[O:43])[CH2:38]2)=[O:36])C=CN=C1. (5) Given the product [F:34][C:33]([F:36])([F:35])[S:30]([O:21][C:18]1[CH:17]=[CH:16][C:15]([C:12]2[C:11]3[CH:22]=[C:7]([C:5]4[O:6][C:2]([CH3:1])=[N:3][N:4]=4)[CH:8]=[CH:9][C:10]=3[O:14][CH:13]=2)=[CH:20][CH:19]=1)(=[O:32])=[O:31], predict the reactants needed to synthesize it. The reactants are: [CH3:1][C:2]1[O:6][C:5]([C:7]2[CH:8]=[CH:9][C:10]3[O:14][CH:13]=[C:12]([C:15]4[CH:20]=[CH:19][C:18]([OH:21])=[CH:17][CH:16]=4)[C:11]=3[CH:22]=2)=[N:4][N:3]=1.C1C=CC(N([S:30]([C:33]([F:36])([F:35])[F:34])(=[O:32])=[O:31])[S:30]([C:33]([F:36])([F:35])[F:34])(=[O:32])=[O:31])=CC=1.[H-].[Na+]. (6) Given the product [CH:1]([C:5]1[C:6]([CH3:20])=[CH:7][C:8]([I:19])=[C:9]([CH:18]=1)[O:10][C:11](=[CH:14][NH:15][C:17]1[CH:27]=[CH:28][CH:23]=[CH:24][CH:25]=1)[C:12]#[N:13])=[CH:2][CH:3]=[CH2:4], predict the reactants needed to synthesize it. The reactants are: [CH:1]([C:5]1[C:6]([CH3:20])=[CH:7][C:8]([I:19])=[C:9]([CH:18]=1)[O:10][C:11](=[CH:14][N:15]([CH3:17])C)[C:12]#[N:13])=[CH:2][CH:3]=[CH2:4].Cl.N[C:23]1[CH:28]=[CH:27]C=[CH:25][CH:24]=1. (7) Given the product [CH2:1]([N:3]([CH2:31][C:32]1[CH:37]=[CH:36][C:35]([O:38][CH2:42][CH2:43][N:45]([CH3:52])[CH2:46][C@H:47]2[CH2:51][CH2:50][CH2:49][O:48]2)=[C:34]([F:39])[CH:33]=1)[C:4]1[CH:9]=[C:8]([O:10][CH3:11])[C:7]([O:12][CH3:13])=[CH:6][C:5]=1[C@@H:14]1[CH2:23][CH2:22][C:21]2[CH:20]=[C:19]([OH:24])[CH:18]=[CH:17][C:16]=2[CH2:15]1)[CH3:2], predict the reactants needed to synthesize it. The reactants are: [CH2:1]([N:3]([C:31](=O)[C:32]1[CH:37]=[CH:36][C:35]([OH:38])=[C:34]([F:39])[CH:33]=1)[C:4]1[CH:9]=[C:8]([O:10][CH3:11])[C:7]([O:12][CH3:13])=[CH:6][C:5]=1[C@@H:14]1[CH2:23][CH2:22][C:21]2[CH:20]=[C:19]([O:24]C(=O)C(C)(C)C)[CH:18]=[CH:17][C:16]=2[CH2:15]1)[CH3:2].Cl[CH2:42][C:43]([N:45]([CH3:52])[CH2:46][C@H:47]1[CH2:51][CH2:50][CH2:49][O:48]1)=O. (8) Given the product [CH2:28]([O:27][C:25](=[O:26])[CH2:24][N:13]1[C:14]2[C:6]([CH:3]([CH2:4][CH3:5])[CH2:1][CH3:2])=[CH:7][CH:8]=[CH:9][C:10]=2[N:11]([C:16]([O:18][C:19]([CH3:20])([CH3:22])[CH3:21])=[O:17])[C:12]1=[O:15])[CH3:29], predict the reactants needed to synthesize it. The reactants are: [CH2:1]([CH:3]([C:6]1[C:14]2[NH:13][C:12](=[O:15])[N:11]([C:16]([O:18][C:19]([CH3:22])([CH3:21])[CH3:20])=[O:17])[C:10]=2[CH:9]=[CH:8][CH:7]=1)[CH2:4][CH3:5])[CH3:2].Br[CH2:24][C:25]([O:27][CH2:28][CH3:29])=[O:26].C(=O)([O-])[O-].[K+].[K+]. (9) Given the product [CH3:24][N:25]1[C:29]2[CH:30]=[C:31]([NH:34][C:4]3[N:9]=[CH:8][C:7]4=[CH:10][CH:11]=[C:12]([C:13]5[CH:18]=[CH:17][CH:16]=[CH:15][C:14]=5[NH:19][S:20]([CH3:23])(=[O:22])=[O:21])[N:6]4[N:5]=3)[CH:32]=[CH:33][C:28]=2[N:27]=[CH:26]1, predict the reactants needed to synthesize it. The reactants are: CS([C:4]1[N:9]=[CH:8][C:7]2=[CH:10][CH:11]=[C:12]([C:13]3[CH:18]=[CH:17][CH:16]=[CH:15][C:14]=3[NH:19][S:20]([CH3:23])(=[O:22])=[O:21])[N:6]2[N:5]=1)=O.[CH3:24][N:25]1[C:29]2[CH:30]=[C:31]([NH2:34])[CH:32]=[CH:33][C:28]=2[N:27]=[CH:26]1.